Dataset: Full USPTO retrosynthesis dataset with 1.9M reactions from patents (1976-2016). Task: Predict the reactants needed to synthesize the given product. (1) Given the product [NH2:26][CH2:25][C:5]1[CH:6]=[C:7]([CH:23]=[CH:24][C:4]=1[Cl:3])[CH2:8][N:10]1[CH2:15][CH2:14][N:13]([C:16]([O:18][C:19]([CH3:21])([CH3:22])[CH3:20])=[O:17])[CH2:12][CH2:11]1, predict the reactants needed to synthesize it. The reactants are: N#N.[Cl:3][C:4]1[CH:24]=[CH:23][C:7]([C:8]([N:10]2[CH2:15][CH2:14][N:13]([C:16]([O:18][C:19]([CH3:22])([CH3:21])[CH3:20])=[O:17])[CH2:12][CH2:11]2)=O)=[CH:6][C:5]=1[C:25]#[N:26]. (2) Given the product [CH3:1][N:2]([C:18]1[C:27]2[C:22](=[CH:23][CH:24]=[CH:25][CH:26]=2)[N:21]=[C:20]([CH3:28])[N:19]=1)[C:3]1[CH:4]=[CH:5][C:6]([N:9]2[C:10](=[O:11])[NH:12][NH:13][C:14]2=[O:15])=[CH:7][CH:8]=1, predict the reactants needed to synthesize it. The reactants are: [CH3:1][N:2]([C:18]1[C:27]2[C:22](=[CH:23][CH:24]=[CH:25][CH:26]=2)[N:21]=[C:20]([CH3:28])[N:19]=1)[C:3]1[CH:8]=[CH:7][C:6]([NH:9][C:10]([NH:12][NH:13][C:14](OC)=[O:15])=[O:11])=[CH:5][CH:4]=1.C([O-])([O-])=O.[K+].[K+].CO. (3) Given the product [CH2:15]([N:11]1[C:12]2[CH2:13][CH2:14][N:5]([CH2:4][CH2:3][OH:2])[CH2:6][CH2:7][C:8]=2[C:9]([C:22]2[CH:27]=[CH:26][C:25]([Cl:28])=[CH:24][CH:23]=2)=[N:10]1)[C:16]1[CH:21]=[CH:20][CH:19]=[CH:18][CH:17]=1, predict the reactants needed to synthesize it. The reactants are: C[O:2][C:3](=O)[CH2:4][N:5]1[CH2:14][CH2:13][C:12]2[N:11]([CH2:15][C:16]3[CH:21]=[CH:20][CH:19]=[CH:18][CH:17]=3)[N:10]=[C:9]([C:22]3[CH:27]=[CH:26][C:25]([Cl:28])=[CH:24][CH:23]=3)[C:8]=2[CH2:7][CH2:6]1.[H-].[Al+3].[Li+].[H-].[H-].[H-]. (4) The reactants are: [CH2:1]([O:8][C@:9]1([CH2:33]O)[C@@H:13]([CH2:14][O:15][CH2:16][C:17]2[CH:22]=[CH:21][CH:20]=[CH:19][CH:18]=2)[O:12][C@@H:11]([N:23]2[CH:31]=[C:29]([CH3:30])[C:27](=[O:28])[NH:26][C:24]2=[O:25])[C@H:10]1[OH:32])[C:2]1[CH:7]=[CH:6][CH:5]=[CH:4][CH:3]=1.CS(Cl)(=O)=O.O.[H-].[Na+]. Given the product [CH2:1]([O:8][C@@:9]12[CH2:33][O:32][C@@H:10]1[C@H:11]([N:23]1[CH:31]=[C:29]([CH3:30])[C:27](=[O:28])[NH:26][C:24]1=[O:25])[O:12][C@@H:13]2[CH2:14][O:15][CH2:16][C:17]1[CH:22]=[CH:21][CH:20]=[CH:19][CH:18]=1)[C:2]1[CH:7]=[CH:6][CH:5]=[CH:4][CH:3]=1, predict the reactants needed to synthesize it.